This data is from Reaction yield outcomes from USPTO patents with 853,638 reactions. The task is: Predict the reaction yield, written as a fraction of the theoretical maximum amount of product (1.0 means a 100% yield; for example, 0.34 means a 34% yield). (1) The reactants are [CH3:1][C:2]1[CH:7]=[C:6]([O:8][CH2:9][C:10]2[C:11]([C:16]3[CH:21]=[CH:20][CH:19]=[CH:18][CH:17]=3)=[N:12][O:13][C:14]=2[CH3:15])[N:5]=[N:4][C:3]=1[C:22]([OH:24])=O.CC1O[N:29]=[C:28](C2C=CC=CC=2)[C:27]=1[CH2:37][O:38][C:39]1N=NC(C(O)=O)=C[CH:40]=1.NC1CCOCC1. No catalyst specified. The product is [O:38]1[CH2:37][CH2:27][CH:28]([NH:29][C:22]([C:3]2[N:4]=[N:5][C:6]([O:8][CH2:9][C:10]3[C:11]([C:16]4[CH:21]=[CH:20][CH:19]=[CH:18][CH:17]=4)=[N:12][O:13][C:14]=3[CH3:15])=[CH:7][C:2]=2[CH3:1])=[O:24])[CH2:40][CH2:39]1. The yield is 0.620. (2) The product is [CH2:1]([NH:3][C:4]1[C:9]([CH2:10][C:11]2[CH:16]=[C:15]([O:17][CH3:18])[C:14]([O:19][CH3:20])=[CH:13][C:12]=2[CH:21]([CH3:23])[CH3:22])=[CH:8][N:7]=[C:6]([NH2:28])[N:5]=1)[CH3:2]. The yield is 0.470. The reactants are [CH2:1]([NH:3][C:4]1[C:9]([CH2:10][C:11]2[CH:16]=[C:15]([O:17][CH3:18])[C:14]([O:19][CH3:20])=[CH:13][C:12]=2[CH:21]([CH3:23])[CH3:22])=[CH:8][N:7]=[C:6](S(C)(=O)=O)[N:5]=1)[CH3:2].[NH4+:28].[OH-]. The catalyst is C(COC)OC. (3) The reactants are [Cl-].O[NH3+:3].[C:4](=[O:7])([O-])[OH:5].[Na+].CS(C)=O.[CH2:13]([N:20]1[C:25](=[O:26])[C:24]([CH2:27][C:28]2[CH:33]=[CH:32][C:31]([C:34]3[C:35]([C:40]#[N:41])=[CH:36][CH:37]=[CH:38][CH:39]=3)=[CH:30][CH:29]=2)=[C:23]([CH2:42][CH2:43][CH2:44][CH3:45])[N:22]=[C:21]1[O:46][CH3:47])[C:14]1[CH:19]=[CH:18][CH:17]=[CH:16][CH:15]=1. The catalyst is C(OCC)(=O)C. The product is [CH2:13]([N:20]1[C:25](=[O:26])[C:24]([CH2:27][C:28]2[CH:33]=[CH:32][C:31]([C:34]3[CH:39]=[CH:38][CH:37]=[CH:36][C:35]=3[C:40]3[NH:3][C:4](=[O:7])[O:5][N:41]=3)=[CH:30][CH:29]=2)=[C:23]([CH2:42][CH2:43][CH2:44][CH3:45])[N:22]=[C:21]1[O:46][CH3:47])[C:14]1[CH:15]=[CH:16][CH:17]=[CH:18][CH:19]=1. The yield is 0.170. (4) The reactants are [Cl:1][C:2]1[CH:7]=[CH:6][C:5]([C:8](=O)[CH2:9][N:10]2[CH:14]=[CH:13][CH:12]=[C:11]2[C:15]([O:17]C)=O)=[CH:4][CH:3]=1.[CH2:20]([NH2:24])[CH2:21][CH2:22][NH2:23]. No catalyst specified. The product is [Cl:1][C:2]1[CH:3]=[CH:4][C:5]([C:8]23[CH2:9][N:10]4[CH:14]=[CH:13][CH:12]=[C:11]4[C:15](=[O:17])[N:23]2[CH2:22][CH2:21][CH2:20][NH:24]3)=[CH:6][CH:7]=1. The yield is 0.100. (5) The reactants are C(O)(C(F)(F)F)=O.COC1C=CC([CH2:14][N:15](C)[C:16]2[CH:25]=[C:24]3[C:19]([CH:20]=[C:21]([C:28]4[CH:33]=[C:32]([NH2:34])[CH:31]=[CH:30][C:29]=4[Cl:35])[C:22](=[O:27])[N:23]3[CH3:26])=[CH:18][N:17]=2)=CC=1. The catalyst is C(Cl)Cl. The product is [NH2:34][C:32]1[CH:31]=[CH:30][C:29]([Cl:35])=[C:28]([C:21]2[C:22](=[O:27])[N:23]([CH3:26])[C:24]3[C:19]([CH:20]=2)=[CH:18][N:17]=[C:16]([NH:15][CH3:14])[CH:25]=3)[CH:33]=1. The yield is 0.580. (6) The reactants are [CH3:1][O:2][C:3]1[CH:4]=[C:5]([CH:34]=[CH:35][C:36]=1[O:37][CH2:38][C:39]1[CH:40]=[N:41][C:42]([O:45][CH3:46])=[CH:43][CH:44]=1)[CH2:6][N:7]1[C:11]2=[N:12][CH:13]=[C:14]([C:16]3[N:20]=[C:19]([CH:21]4[CH2:26][CH2:25][N:24](C(OC(C)(C)C)=O)[CH2:23][CH2:22]4)[O:18][N:17]=3)[CH:15]=[C:10]2[N:9]=[CH:8]1.FC(F)(F)C(O)=O. The catalyst is ClCCl.C(=O)([O-])[O-].[Na+].[Na+]. The product is [CH3:1][O:2][C:3]1[CH:4]=[C:5]([CH:34]=[CH:35][C:36]=1[O:37][CH2:38][C:39]1[CH:40]=[N:41][C:42]([O:45][CH3:46])=[CH:43][CH:44]=1)[CH2:6][N:7]1[C:11]2=[N:12][CH:13]=[C:14]([C:16]3[N:20]=[C:19]([CH:21]4[CH2:26][CH2:25][NH:24][CH2:23][CH2:22]4)[O:18][N:17]=3)[CH:15]=[C:10]2[N:9]=[CH:8]1. The yield is 0.570.